This data is from CYP2C19 inhibition data for predicting drug metabolism from PubChem BioAssay. The task is: Regression/Classification. Given a drug SMILES string, predict its absorption, distribution, metabolism, or excretion properties. Task type varies by dataset: regression for continuous measurements (e.g., permeability, clearance, half-life) or binary classification for categorical outcomes (e.g., BBB penetration, CYP inhibition). Dataset: cyp2c19_veith. (1) The molecule is CCc1cccc2c(C=C(C#N)C#N)cn(CC(=O)N3CCCCC3)c12. The result is 0 (non-inhibitor). (2) The molecule is C[N+]1(C)CCc2cc(O)c(O)cc2[C@H]1Cc1ccc(O)c(O)c1. The result is 0 (non-inhibitor). (3) The drug is COc1ccccc1CNC(=O)c1cc2c(C)nn(Cc3ccc(F)cc3)c2s1. The result is 1 (inhibitor). (4) The drug is Cn1c(=O)c(-c2ccc(Cl)cc2)nc2cnc(N3CCNCC3)nc21. The result is 0 (non-inhibitor). (5) The molecule is CC(=O)Nc1cccc(NC(=O)c2cc(-c3cccnc3)nc3ccc(Br)cc23)c1. The result is 1 (inhibitor). (6) The molecule is COc1cc(N)c(Cl)cc1C(=O)NC1CCN(Cc2ccccc2)CC1. The result is 0 (non-inhibitor).